This data is from NCI-60 drug combinations with 297,098 pairs across 59 cell lines. The task is: Regression. Given two drug SMILES strings and cell line genomic features, predict the synergy score measuring deviation from expected non-interaction effect. Cell line: UACC62. Drug 1: C1=CC=C(C=C1)NC(=O)CCCCCCC(=O)NO. Synergy scores: CSS=14.2, Synergy_ZIP=-7.65, Synergy_Bliss=-4.05, Synergy_Loewe=-4.56, Synergy_HSA=-4.46. Drug 2: CCN(CC)CCCC(C)NC1=C2C=C(C=CC2=NC3=C1C=CC(=C3)Cl)OC.